From a dataset of Reaction yield outcomes from USPTO patents with 853,638 reactions. Predict the reaction yield, written as a fraction of the theoretical maximum amount of product (1.0 means a 100% yield; for example, 0.34 means a 34% yield). (1) The reactants are [Cl-].[Al+3].[Cl-].[Cl-].[H-].[Al+3].[Li+].[H-].[H-].[H-].[C:11]([C:13]1[CH:14]=[C:15]2[C:19](=[CH:20][CH:21]=1)[NH:18][CH:17]=[CH:16]2)#[N:12].[OH-].[Na+]. The catalyst is CCOCC. The product is [NH:18]1[C:19]2[C:15](=[CH:14][C:13]([CH2:11][NH2:12])=[CH:21][CH:20]=2)[CH:16]=[CH:17]1. The yield is 0.880. (2) The reactants are [C:1]1([C:7]2[CH:8]=[C:9]([N:16]3[CH2:21][CH2:20][N:19]([CH3:22])[CH2:18][CH2:17]3)[CH:10]=[CH:11][C:12]=2[N+:13]([O-])=O)[CH2:6][CH2:5][CH2:4][CH2:3][CH:2]=1.[NH4+].[Cl-].[C:25]([C:27]1[O:31][C:30]([C:32](O)=[O:33])=[CH:29][CH:28]=1)#[N:26].C(Cl)(=O)C(Cl)=O.CCN(C(C)C)C(C)C. The catalyst is CCO.O.ClCCl.[Fe].CN(C=O)C.CCOC(C)=O. The product is [C:1]1([C:7]2[CH:8]=[C:9]([N:16]3[CH2:21][CH2:20][N:19]([CH3:22])[CH2:18][CH2:17]3)[CH:10]=[CH:11][C:12]=2[NH:13][C:32]([C:30]2[O:31][C:27]([C:25]#[N:26])=[CH:28][CH:29]=2)=[O:33])[CH2:6][CH2:5][CH2:4][CH2:3][CH:2]=1. The yield is 0.720. (3) The reactants are [CH3:1][O-:2].[Na+].[Br:4][C:5]1[C:6](Cl)=[N:7][CH:8]=[N:9][C:10]=1[C:11]([F:14])([F:13])[F:12]. The catalyst is CO. The product is [Br:4][C:5]1[C:6]([O:2][CH3:1])=[N:7][CH:8]=[N:9][C:10]=1[C:11]([F:14])([F:13])[F:12]. The yield is 0.910. (4) The reactants are [NH2:1][C:2]1[CH:7]=[CH:6][C:5]([N+:8]([O-:10])=[O:9])=[CH:4][C:3]=1[C:11]#[C:12][C:13]([CH3:19])([CH3:18])[C:14]([O:16][CH3:17])=[O:15].N1C=CC=CC=1.[C:26](Cl)(=[O:30])[CH2:27][CH2:28][CH3:29]. The catalyst is C(Cl)Cl. The product is [C:26]([NH:1][C:2]1[CH:7]=[CH:6][C:5]([N+:8]([O-:10])=[O:9])=[CH:4][C:3]=1[C:11]#[C:12][C:13]([CH3:19])([CH3:18])[C:14]([O:16][CH3:17])=[O:15])(=[O:30])[CH2:27][CH2:28][CH3:29]. The yield is 0.450. (5) The reactants are Cl[C:2]1[NH:3][C:4]([C:12]2[CH:17]=[CH:16][CH:15]=[CH:14][CH:13]=2)=[CH:5][C:6]=1[C:7]([O:9][CH2:10][CH3:11])=[O:8]. The yield is 0.620. The catalyst is C(O)C.[C].[Pd]. The product is [C:12]1([C:4]2[NH:3][CH:2]=[C:6]([C:7]([O:9][CH2:10][CH3:11])=[O:8])[CH:5]=2)[CH:13]=[CH:14][CH:15]=[CH:16][CH:17]=1. (6) The reactants are C([O:3][C:4]([C:6]1[CH:11]=[C:10]([CH2:12][O:13][CH2:14][C:15]([F:18])([F:17])[F:16])[N:9]=[C:8]([NH:19][C:20]2[CH:25]=[CH:24][C:23]([C:26]3[CH:31]=[C:30]([CH3:32])[N:29]=[N:28][CH:27]=3)=[C:22]([O:33][CH3:34])[CH:21]=2)[N:7]=1)=[CH2:5])C.O.Cl.C(=O)(O)[O-].[Na+]. The catalyst is O1CCOCC1.[Cl-].[Na+].O. The product is [CH3:34][O:33][C:22]1[CH:21]=[C:20]([NH:19][C:8]2[N:7]=[C:6]([C:4](=[O:3])[CH3:5])[CH:11]=[C:10]([CH2:12][O:13][CH2:14][C:15]([F:17])([F:16])[F:18])[N:9]=2)[CH:25]=[CH:24][C:23]=1[C:26]1[CH:31]=[C:30]([CH3:32])[N:29]=[N:28][CH:27]=1. The yield is 0.980. (7) The reactants are [Br:1][C:2]1[CH:3]=[C:4]([S:8]([N:11]2[C:15]([C:16]3[CH:21]=[CH:20][CH:19]=[CH:18][CH:17]=3)=[CH:14][C:13]([CH:22]=O)=[CH:12]2)(=[O:10])=[O:9])[CH:5]=[N:6][CH:7]=1.[CH3:24][NH2:25].[BH4-].[Na+].[C:28](=[O:31])([O-])[OH:29].[Na+]. The catalyst is O1CCCC1.CO.O. The product is [C:13]([O:29][C:28](=[O:31])[N:25]([CH2:22][C:13]1[CH:14]=[C:15]([C:16]2[CH:21]=[CH:20][CH:19]=[CH:18][CH:17]=2)[N:11]([S:8]([C:4]2[CH:5]=[N:6][CH:7]=[C:2]([Br:1])[CH:3]=2)(=[O:10])=[O:9])[CH:12]=1)[CH3:24])([CH3:22])([CH3:14])[CH3:12]. The yield is 0.480. (8) The product is [F:49][C:50]1[CH:51]=[CH:52][C:53]([N:56]2[C:64]3[CH2:63][CH2:62][CH2:61][N:60]([C:8](=[O:10])[CH:7]([N:6]4[C:2]([CH3:1])=[CH:3][C:4]([C:12]([F:15])([F:14])[F:13])=[N:5]4)[CH3:11])[C:59]=3[CH:58]=[N:57]2)=[CH:54][CH:55]=1. The reactants are [CH3:1][C:2]1[N:6]([CH:7]([CH3:11])[C:8]([OH:10])=O)[N:5]=[C:4]([C:12]([F:15])([F:14])[F:13])[CH:3]=1.CN(C(ON1N=NC2C=CC=NC1=2)=[N+](C)C)C.F[P-](F)(F)(F)(F)F.C(N(C(C)C)CC)(C)C.[F:49][C:50]1[CH:55]=[CH:54][C:53]([N:56]2[C:64]3[CH2:63][CH2:62][CH2:61][NH:60][C:59]=3[CH:58]=[N:57]2)=[CH:52][CH:51]=1. The catalyst is O.C(OCC)(=O)C.CN(C)C=O. The yield is 0.890. (9) The reactants are [F:1][C:2]1[CH:22]=[CH:21][C:5]([CH2:6][C:7]2[N:11]([CH2:12][C:13]([OH:15])=O)[N:10]=[C:9]([C:16]3[N:17]=[CH:18][NH:19][CH:20]=3)[CH:8]=2)=[CH:4][CH:3]=1.[NH:23]1[CH2:28][CH2:27][CH2:26][C@@H:25]([OH:29])[CH2:24]1.CCN=C=NCCCN(C)C.C1C=CC2N(O)N=NC=2C=1.CN1CCOCC1. The catalyst is CN(C=O)C. The product is [F:1][C:2]1[CH:3]=[CH:4][C:5]([CH2:6][C:7]2[N:11]([CH2:12][C:13]([N:23]3[CH2:28][CH2:27][CH2:26][C@@H:25]([OH:29])[CH2:24]3)=[O:15])[N:10]=[C:9]([C:16]3[N:17]=[CH:18][NH:19][CH:20]=3)[CH:8]=2)=[CH:21][CH:22]=1. The yield is 0.150.